Dataset: Full USPTO retrosynthesis dataset with 1.9M reactions from patents (1976-2016). Task: Predict the reactants needed to synthesize the given product. (1) Given the product [F:28][C:25]1[CH:26]=[CH:27][C:22]([C:20](=[O:21])[CH2:19][N:2]2[CH2:5][CH:4]([CH2:6][S:7]([C:10]3[CH:17]=[CH:16][C:13]([C:14]#[N:15])=[CH:12][CH:11]=3)(=[O:9])=[O:8])[CH2:3]2)=[CH:23][CH:24]=1, predict the reactants needed to synthesize it. The reactants are: Cl.[NH:2]1[CH2:5][CH:4]([CH2:6][S:7]([C:10]2[CH:17]=[CH:16][C:13]([C:14]#[N:15])=[CH:12][CH:11]=2)(=[O:9])=[O:8])[CH2:3]1.Br[CH2:19][C:20]([C:22]1[CH:27]=[CH:26][C:25]([F:28])=[CH:24][CH:23]=1)=[O:21]. (2) Given the product [CH3:19][S:20]([O:8][CH2:7][CH2:6][CH:2]1[CH2:3][CH2:4][CH2:5][CH2:1]1)(=[O:22])=[O:21], predict the reactants needed to synthesize it. The reactants are: [CH2:1]1[CH2:5][CH2:4][CH2:3][CH:2]1[CH2:6][CH2:7][OH:8].C(N(CC)CC)C.ClCCl.[CH3:19][S:20](Cl)(=[O:22])=[O:21]. (3) The reactants are: [CH3:1][C:2]1[O:10][C:9]2[CH:8]=[CH:7][N:6]([C:11]3[CH:16]=[CH:15][C:14]([N:17]4[CH2:22][CH2:21][NH:20][CH2:19][CH2:18]4)=[CH:13][CH:12]=3)[C:5](=[O:23])[C:4]=2[CH:3]=1.CC1C=CC(S(O[CH2:35][CH2:36][CH2:37][CH2:38][C:39]2[C:47]3[C:42](=[CH:43][CH:44]=[C:45]([F:48])[CH:46]=3)[NH:41][CH:40]=2)(=O)=O)=CC=1.C(=O)([O-])[O-].[K+].[K+].[I-].[K+]. Given the product [F:48][C:45]1[CH:46]=[C:47]2[C:42](=[CH:43][CH:44]=1)[NH:41][CH:40]=[C:39]2[CH2:38][CH2:37][CH2:36][CH2:35][N:20]1[CH2:21][CH2:22][N:17]([C:14]2[CH:13]=[CH:12][C:11]([N:6]3[CH:7]=[CH:8][C:9]4[O:10][C:2]([CH3:1])=[CH:3][C:4]=4[C:5]3=[O:23])=[CH:16][CH:15]=2)[CH2:18][CH2:19]1, predict the reactants needed to synthesize it. (4) Given the product [C:15]([O:14][C:12]([N:19]1[CH2:24][CH2:23][C:22]2([NH:9][C:7](=[O:8])[C:6]3[CH:10]=[C:2]([Br:1])[CH:3]=[CH:4][C:5]=3[O:11]2)[CH2:21][CH2:20]1)=[O:13])([CH3:18])([CH3:16])[CH3:17], predict the reactants needed to synthesize it. The reactants are: [Br:1][C:2]1[CH:10]=[C:6]([C:7]([NH2:9])=[O:8])[C:5]([OH:11])=[CH:4][CH:3]=1.[C:12]([N:19]1[CH2:24][CH2:23][C:22](=O)[CH2:21][CH2:20]1)([O:14][C:15]([CH3:18])([CH3:17])[CH3:16])=[O:13].N1CCCC1. (5) Given the product [F:24][C:14]1[C:13]([CH:11]([C:8]2[N:6]3[N:7]=[C:2]([C:37]4[CH:36]=[N:35][N:34]([CH2:33][CH2:32][OH:31])[CH:38]=4)[CH:3]=[CH:4][C:5]3=[N:10][CH:9]=2)[CH3:12])=[C:22]([F:23])[CH:21]=[C:20]2[C:15]=1[CH:16]=[CH:17][CH:18]=[N:19]2, predict the reactants needed to synthesize it. The reactants are: Cl[C:2]1[CH:3]=[CH:4][C:5]2[N:6]([C:8]([CH:11]([C:13]3[C:14]([F:24])=[C:15]4[C:20](=[CH:21][C:22]=3[F:23])[N:19]=[CH:18][CH:17]=[CH:16]4)[CH3:12])=[CH:9][N:10]=2)[N:7]=1.O1CCCCC1[O:31][CH2:32][CH2:33][N:34]1[CH:38]=[C:37](B2OC(C)(C)C(C)(C)O2)[CH:36]=[N:35]1.C([O-])([O-])=O.[Na+].[Na+].CCOC(C)=O.